Predict which catalyst facilitates the given reaction. From a dataset of Catalyst prediction with 721,799 reactions and 888 catalyst types from USPTO. (1) Product: [F:24][C:25]1[CH:26]=[CH:27][C:28]([CH2:31][O:32][C:33]2[CH:38]=[N:37][N:36]([C:2]3[CH:3]=[CH:4][C:5]4[C:14]5[CH2:13][CH2:12][N:11]([C:15]([O:17][C:18]([CH3:21])([CH3:20])[CH3:19])=[O:16])[CH2:10][CH2:9][C:8]=5[N:7]([CH3:22])[C:6]=4[N:23]=3)[C:35](=[O:39])[CH:34]=2)=[N:29][CH:30]=1. Reactant: Br[C:2]1[CH:3]=[CH:4][C:5]2[C:14]3[CH2:13][CH2:12][N:11]([C:15]([O:17][C:18]([CH3:21])([CH3:20])[CH3:19])=[O:16])[CH2:10][CH2:9][C:8]=3[N:7]([CH3:22])[C:6]=2[N:23]=1.[F:24][C:25]1[CH:26]=[CH:27][C:28]([CH2:31][O:32][C:33]2[CH:38]=[N:37][NH:36][C:35](=[O:39])[CH:34]=2)=[N:29][CH:30]=1.C([O-])([O-])=O.[Cs+].[Cs+].OC1C=CC=C2C=1N=CC=C2. The catalyst class is: 846. (2) Reactant: [O:1]1[C:5]2([CH2:10][CH2:9][CH2:8][CH2:7][CH:6]2[C:11]([O:13]CC)=[O:12])[O:4][CH2:3][CH2:2]1.[OH-].[K+]. Product: [O:1]1[C:5]2([CH2:10][CH2:9][CH2:8][CH2:7][CH:6]2[C:11]([OH:13])=[O:12])[O:4][CH2:3][CH2:2]1. The catalyst class is: 88. (3) Reactant: [CH2:1]([O:3][C:4]1[CH:32]=[CH:31][C:7]([CH2:8][O:9][C:10]2[CH:11]=[CH:12][C:13]3[O:17][C:16]([CH:18]([NH:20][C:21](=[O:29])[CH2:22][CH2:23][CH2:24][C:25]([O:27]C)=[O:26])[CH3:19])=[CH:15][C:14]=3[CH:30]=2)=[CH:6][CH:5]=1)[CH3:2].[OH-].[Na+]. Product: [CH2:1]([O:3][C:4]1[CH:5]=[CH:6][C:7]([CH2:8][O:9][C:10]2[CH:11]=[CH:12][C:13]3[O:17][C:16]([CH:18]([NH:20][C:21](=[O:29])[CH2:22][CH2:23][CH2:24][C:25]([OH:27])=[O:26])[CH3:19])=[CH:15][C:14]=3[CH:30]=2)=[CH:31][CH:32]=1)[CH3:2]. The catalyst class is: 5. (4) Reactant: [O:1]=[C:2]1[C:7]2=[CH:8][C:9]3[C:14]([N:6]2[CH2:5][CH2:4][CH2:3]1)=[CH:13][C:12]([C:15]([OH:17])=O)=[CH:11][CH:10]=3.CN(C(ON1N=[N:33][C:28]2[CH:29]=[CH:30][CH:31]=[N:32][C:27]1=2)=[N+](C)C)C.F[P-](F)(F)(F)(F)F.N1C=CC=C(N)C=1.O. Product: [N:32]1[CH:31]=[CH:30][CH:29]=[C:28]([NH:33][C:15]([C:12]2[CH:13]=[C:14]3[C:9]([CH:8]=[C:7]4[C:2](=[O:1])[CH2:3][CH2:4][CH2:5][N:6]43)=[CH:10][CH:11]=2)=[O:17])[CH:27]=1. The catalyst class is: 239. (5) Reactant: C(OC(=O)[NH:7][CH:8]1[CH2:16][CH2:15][C:14]2[C:10](=[CH:11][N:12]([C:17]3[C:26]4[C:21](=[CH:22][CH:23]=[C:24]([O:27][CH3:28])[N:25]=4)[N:20]=[CH:19][CH:18]=3)[N:13]=2)[CH2:9]1)(C)(C)C.Cl.O1CCOCC1. Product: [CH3:28][O:27][C:24]1[N:25]=[C:26]2[C:21](=[CH:22][CH:23]=1)[N:20]=[CH:19][CH:18]=[C:17]2[N:12]1[CH:11]=[C:10]2[C:14]([CH2:15][CH2:16][CH:8]([NH2:7])[CH2:9]2)=[N:13]1. The catalyst class is: 61. (6) Reactant: [F:1][C:2]1[CH:7]=[C:6]([NH:8][S:9]([C:12]2[CH:17]=[CH:16][CH:15]=[CH:14][C:13]=2[N+:18]([O-:20])=[O:19])(=[O:11])=[O:10])[CH:5]=[CH:4][C:3]=1[CH2:21][CH2:22][C:23]([O:25][CH2:26][CH3:27])=[O:24].[Si]([O:35][C:36]1[CH:44]=[CH:43][CH:42]=[C:41]2[C:37]=1[CH2:38][CH2:39][CH:40]2O)(C(C)(C)C)(C)C.C1(P(C2C=CC=CC=2)C2C=CC=CC=2)C=CC=CC=1.N(C(OCC)=O)=NC(OCC)=O.[F-].C([N+](CCCC)(CCCC)CCCC)CCC. The catalyst class is: 54. Product: [F:1][C:2]1[CH:7]=[C:6]([N:8]([CH:40]2[C:41]3[C:37](=[C:36]([OH:35])[CH:44]=[CH:43][CH:42]=3)[CH2:38][CH2:39]2)[S:9]([C:12]2[CH:17]=[CH:16][CH:15]=[CH:14][C:13]=2[N+:18]([O-:20])=[O:19])(=[O:10])=[O:11])[CH:5]=[CH:4][C:3]=1[CH2:21][CH2:22][C:23]([O:25][CH2:26][CH3:27])=[O:24]. (7) Product: [CH3:31][O:30][C:28](=[O:29])[C:27]1[CH:32]=[CH:33][C:34]([O:35][CH3:36])=[C:25]([S:22](=[O:23])(=[O:24])[NH:1][C:2]2[CH:7]=[CH:6][CH:5]=[CH:4][C:3]=2[NH:8][S:9]([C:12]2[S:16][C:15]3[CH:17]=[CH:18][CH:19]=[CH:20][C:14]=3[CH:13]=2)(=[O:11])=[O:10])[CH:26]=1. The catalyst class is: 202. Reactant: [NH2:1][C:2]1[CH:7]=[CH:6][CH:5]=[CH:4][C:3]=1[NH:8][S:9]([C:12]1[S:16][C:15]2[CH:17]=[CH:18][CH:19]=[CH:20][C:14]=2[CH:13]=1)(=[O:11])=[O:10].Cl[S:22]([C:25]1[CH:26]=[C:27]([CH:32]=[CH:33][C:34]=1[O:35][CH3:36])[C:28]([O:30][CH3:31])=[O:29])(=[O:24])=[O:23]. (8) The catalyst class is: 140. Product: [F:12][C:3]1[CH:4]=[C:5]([C:8]([F:11])([F:10])[F:9])[CH:6]=[CH:7][C:2]=1[C:13]([O:16][CH3:18])=[O:14]. Reactant: Br[C:2]1[CH:7]=[CH:6][C:5]([C:8]([F:11])([F:10])[F:9])=[CH:4][C:3]=1[F:12].[C:13]([O:16][Na])(C)=[O:14].[CH3:18]CO.